This data is from Forward reaction prediction with 1.9M reactions from USPTO patents (1976-2016). The task is: Predict the product of the given reaction. (1) Given the reactants [CH3:1][N:2]1[CH2:7][CH2:6][N:5]([CH2:8][CH2:9][CH2:10][NH2:11])[CH2:4][CH2:3]1.[OH-].[Na+].[Br:14][C:15]1[CH:16]=[C:17]([CH:21]=[CH:22][CH:23]=1)[C:18](Cl)=[O:19], predict the reaction product. The product is: [Br:14][C:15]1[CH:16]=[C:17]([CH:21]=[CH:22][CH:23]=1)[C:18]([NH:11][CH2:10][CH2:9][CH2:8][N:5]1[CH2:6][CH2:7][N:2]([CH3:1])[CH2:3][CH2:4]1)=[O:19]. (2) Given the reactants Cl[C:2]([O:4][CH3:5])=[O:3].[NH2:6][C@H:7]([C:15]1[CH:20]=[CH:19][CH:18]=[CH:17][CH:16]=1)[C:8]([O:10][C:11]([CH3:14])([CH3:13])[CH3:12])=[O:9].Cl.C(N(C(C)C)CC)(C)C, predict the reaction product. The product is: [CH3:5][O:4][C:2]([NH:6][C@H:7]([C:15]1[CH:16]=[CH:17][CH:18]=[CH:19][CH:20]=1)[C:8]([O:10][C:11]([CH3:14])([CH3:13])[CH3:12])=[O:9])=[O:3].